Predict the reactants needed to synthesize the given product. From a dataset of Full USPTO retrosynthesis dataset with 1.9M reactions from patents (1976-2016). (1) Given the product [C:21]([N:18]1[CH2:19][CH2:20][N:15]([CH:11]2[C:12]3[C:8](=[CH:7][C:6]([C:4]([OH:5])=[O:3])=[CH:14][CH:13]=3)[CH2:9][CH2:10]2)[CH2:16][CH2:17]1)([O:23][C:24]([CH3:27])([CH3:26])[CH3:25])=[O:22], predict the reactants needed to synthesize it. The reactants are: C([O:3][C:4]([C:6]1[CH:7]=[C:8]2[C:12](=[CH:13][CH:14]=1)[CH:11]([N:15]1[CH2:20][CH2:19][N:18]([C:21]([O:23][C:24]([CH3:27])([CH3:26])[CH3:25])=[O:22])[CH2:17][CH2:16]1)[CH2:10][CH2:9]2)=[O:5])C.[OH-].[Na+]. (2) Given the product [Cl:1][C:2]1[C:7]([C:8]2[CH:13]=[CH:12][CH:11]=[CH:10][CH:9]=2)=[N:6][N:5]=[C:4]2[N:14]([CH2:24][C:25]([N:27]3[CH2:28][CH2:29][O:30][CH2:31][CH2:32]3)=[O:26])[N:15]=[C:16]([C:43]3[CH:42]=[CH:36][CH:35]=[C:34]([F:33])[CH:44]=3)[C:3]=12, predict the reactants needed to synthesize it. The reactants are: [Cl:1][C:2]1[C:7]([C:8]2[CH:13]=[CH:12][CH:11]=[CH:10][CH:9]=2)=[N:6][N:5]=[C:4]2[N:14]([CH2:24][C:25]([N:27]3[CH2:32][CH2:31][O:30][CH2:29][CH2:28]3)=[O:26])[N:15]=[C:16](C3C=CC(F)=CC=3)[C:3]=12.[F:33][C:34]1[CH:35]=[C:36]([CH:42]=[CH:43][CH:44]=1)C(CC#N)=O. (3) Given the product [OH:1][CH2:2][CH2:3][N:4]1[CH2:9][CH2:8][N:7]([C:10]([O:12][C:13]([CH3:16])([CH3:15])[CH3:14])=[O:11])[CH2:6][CH2:5]1, predict the reactants needed to synthesize it. The reactants are: [OH:1][CH2:2][CH2:3][N:4]1[CH2:9][CH2:8][NH:7][CH2:6][CH2:5]1.[C:10](O[C:10]([O:12][C:13]([CH3:16])([CH3:15])[CH3:14])=[O:11])([O:12][C:13]([CH3:16])([CH3:15])[CH3:14])=[O:11]. (4) Given the product [Br:16][C:15]1[C:7]([C:4]2[CH:5]=[CH:6][N:1]=[CH:2][CH:3]=2)=[N:8][N:9]2[CH:14]=[CH:13][CH:12]=[N:11][C:10]=12, predict the reactants needed to synthesize it. The reactants are: [N:1]1[CH:6]=[CH:5][C:4]([C:7]2[CH:15]=[C:10]3[N:11]=[CH:12][CH:13]=[CH:14][N:9]3[N:8]=2)=[CH:3][CH:2]=1.[Br:16]Br.